Dataset: Catalyst prediction with 721,799 reactions and 888 catalyst types from USPTO. Task: Predict which catalyst facilitates the given reaction. (1) Reactant: [CH3:1][NH:2][CH:3]1[CH2:8][CH2:7][N:6]([C:9]2[C:10]([C:23]3[CH:28]=[CH:27][CH:26]=[CH:25][CH:24]=3)=[N:11][C:12]3[C:17]([N:18]=2)=[CH:16][C:15]([C:19]([O:21][CH3:22])=[O:20])=[CH:14][CH:13]=3)[CH2:5][CH2:4]1.CCN([CH2:34][CH3:35])CC.C[O:37]C(=O)OC. Product: [CH3:1][N:2]([CH:3]1[CH2:8][CH2:7][N:6]([C:9]2[C:10]([C:23]3[CH:28]=[CH:27][CH:26]=[CH:25][CH:24]=3)=[N:11][C:12]3[C:17]([N:18]=2)=[CH:16][C:15]([C:19]([O:21][CH3:22])=[O:20])=[CH:14][CH:13]=3)[CH2:5][CH2:4]1)[C:34](=[O:37])[CH3:35]. The catalyst class is: 4. (2) Reactant: Cl.[NH2:2][CH:3]([CH:5]([C:14]1[CH:19]=[CH:18][C:17]([Cl:20])=[CH:16][CH:15]=1)[CH2:6][C:7]1[CH:12]=[CH:11][C:10]([Cl:13])=[CH:9][CH:8]=1)[CH3:4].[OH:21][CH2:22][C:23]([CH3:28])([CH3:27])[C:24](O)=[O:25].ON1C2C=CC=CC=2N=N1.C(N(C(C)C)CC)(C)C. Product: [Cl:20][C:17]1[CH:16]=[CH:15][C:14]([CH:5]([CH2:6][C:7]2[CH:12]=[CH:11][C:10]([Cl:13])=[CH:9][CH:8]=2)[CH:3]([NH:2][C:22](=[O:21])[C:23]([CH3:28])([CH3:27])[CH2:24][OH:25])[CH3:4])=[CH:19][CH:18]=1. The catalyst class is: 91. (3) Reactant: [NH:1](C(OCC1C=CC=CC=1)=O)[C@H:2]([C:10]([NH:12][C@H:13]([C:23]([NH:25][C@H:26]([C:34]([NH:36][C@H:37]([C:50]([NH:52][C@H:53]([C:61]([NH:63][C@H:64]([C:74]([NH:76][C@H:77]([C:85]([NH:87][C@H:88]([C:101]([NH:103][CH2:104][CH2:105][CH2:106][O:107][CH2:108][CH2:109][O:110][CH2:111][CH2:112][O:113][CH2:114][CH2:115][CH2:116][NH:117][C:118]([O:120][C:121]([CH3:124])([CH3:123])[CH3:122])=[O:119])=[O:102])[CH2:89][CH2:90][CH2:91][CH2:92][NH:93][C:94]([O:96][C:97]([CH3:100])([CH3:99])[CH3:98])=[O:95])=[O:86])[CH2:78][C:79]1[CH:84]=[CH:83][CH:82]=[CH:81][CH:80]=1)=[O:75])[CH2:65][CH2:66][C:67](=[O:73])[O:68][C:69]([CH3:72])([CH3:71])[CH3:70])=[O:62])[CH2:54][C:55]1[CH:60]=[CH:59][CH:58]=[CH:57][CH:56]=1)=[O:51])[CH2:38][CH2:39][CH2:40][CH2:41][NH:42][C:43]([O:45][C:46]([CH3:49])([CH3:48])[CH3:47])=[O:44])=[O:35])[CH2:27][C:28]1[CH:33]=[CH:32][CH:31]=[CH:30][CH:29]=1)=[O:24])[CH2:14][CH2:15][C:16](=[O:22])[O:17][C:18]([CH3:21])([CH3:20])[CH3:19])=[O:11])[CH2:3][C:4]1[CH:9]=[CH:8][CH:7]=[CH:6][CH:5]=1. Product: [NH2:1][C@H:2]([C:10]([NH:12][C@H:13]([C:23]([NH:25][C@H:26]([C:34]([NH:36][C@H:37]([C:50]([NH:52][C@H:53]([C:61]([NH:63][C@H:64]([C:74]([NH:76][C@H:77]([C:85]([NH:87][C@H:88]([C:101]([NH:103][CH2:104][CH2:105][CH2:106][O:107][CH2:108][CH2:109][O:110][CH2:111][CH2:112][O:113][CH2:114][CH2:115][CH2:116][NH:117][C:118]([O:120][C:121]([CH3:124])([CH3:123])[CH3:122])=[O:119])=[O:102])[CH2:89][CH2:90][CH2:91][CH2:92][NH:93][C:94]([O:96][C:97]([CH3:100])([CH3:99])[CH3:98])=[O:95])=[O:86])[CH2:78][C:79]1[CH:84]=[CH:83][CH:82]=[CH:81][CH:80]=1)=[O:75])[CH2:65][CH2:66][C:67](=[O:73])[O:68][C:69]([CH3:72])([CH3:70])[CH3:71])=[O:62])[CH2:54][C:55]1[CH:56]=[CH:57][CH:58]=[CH:59][CH:60]=1)=[O:51])[CH2:38][CH2:39][CH2:40][CH2:41][NH:42][C:43]([O:45][C:46]([CH3:47])([CH3:48])[CH3:49])=[O:44])=[O:35])[CH2:27][C:28]1[CH:29]=[CH:30][CH:31]=[CH:32][CH:33]=1)=[O:24])[CH2:14][CH2:15][C:16](=[O:22])[O:17][C:18]([CH3:20])([CH3:19])[CH3:21])=[O:11])[CH2:3][C:4]1[CH:9]=[CH:8][CH:7]=[CH:6][CH:5]=1. The catalyst class is: 80. (4) Reactant: [O:1]=[C:2]1[N:6]([C:7]([O:9][C:10]([CH3:13])([CH3:12])[CH3:11])=[O:8])[CH:5]2[C:14]3[C:19]([CH2:20][CH:4]2[CH2:3]1)=[CH:18][CH:17]=[CH:16][CH:15]=3.CC1C=CC(S(N)(=O)=O)=CC=1.[C:32]([O:35]I(C1C=CC=CC=1)[O:35][C:32](=[O:34])[CH3:33])(=[O:34])[CH3:33].II.S([O-])([O-])=O.[Na+].[Na+]. Product: [C:32]([O:35][CH:20]1[CH:4]2[CH:5]([N:6]([C:7]([O:9][C:10]([CH3:13])([CH3:12])[CH3:11])=[O:8])[C:2](=[O:1])[CH2:3]2)[C:14]2[C:19]1=[CH:18][CH:17]=[CH:16][CH:15]=2)(=[O:34])[CH3:33]. The catalyst class is: 46. (5) Reactant: [F:1][C:2]1[CH:14]=[C:13]([C:15]2[CH:16]=[N:17][N:18]([C:20]([CH3:26])([CH2:24][OH:25])[C:21](O)=[O:22])[CH:19]=2)[C:12]2[C:11]3[C:6](=[CH:7][CH:8]=[CH:9][CH:10]=3)[C:5]([OH:31])([C:27]([F:30])([F:29])[F:28])[C:4]=2[CH:3]=1.C(O)C.O.C(=O)([O-])O.[Na+]. Product: [F:1][C:2]1[CH:14]=[C:13]([C:15]2[CH:16]=[N:17][N:18]([C:20]([CH3:26])([CH2:21][OH:22])[CH2:24][OH:25])[CH:19]=2)[C:12]2[C:11]3[C:6](=[CH:7][CH:8]=[CH:9][CH:10]=3)[C:5]([OH:31])([C:27]([F:30])([F:29])[F:28])[C:4]=2[CH:3]=1. The catalyst class is: 7. (6) Reactant: [OH:1][CH2:2][CH:3]=[C:4]([CH2:6][CH2:7][CH:8]=[C:9]([CH2:11][CH2:12][CH:13]=[C:14]([CH3:16])[CH3:15])[CH3:10])[CH3:5]. Product: [CH3:5][CH:4]([CH2:6][CH2:7][CH2:8][CH:9]([CH3:10])[CH2:11][CH2:12][CH2:13][CH:14]([CH3:16])[CH3:15])[CH2:3][CH2:2][OH:1]. The catalyst class is: 45. (7) Reactant: [CH2:1]([N:8]1[CH:12]=[C:11]([C:13](OCC)=[O:14])[C:10]([O:18][CH2:19][C:20]2[CH:25]=[CH:24][C:23]([O:26][CH2:27][C:28]3[N:29]=[C:30]([C:34]4[O:35][CH:36]=[CH:37][CH:38]=4)[O:31][C:32]=3[CH3:33])=[C:22]([O:39][CH3:40])[CH:21]=2)=[N:9]1)[C:2]1[CH:7]=[CH:6][CH:5]=[CH:4][CH:3]=1.[H-].[Al+3].[Li+].[H-].[H-].[H-].O.O.O.O.O.O.O.O.O.O.S([O-])([O-])(=O)=O.[Na+].[Na+]. Product: [CH2:1]([N:8]1[CH:12]=[C:11]([CH2:13][OH:14])[C:10]([O:18][CH2:19][C:20]2[CH:25]=[CH:24][C:23]([O:26][CH2:27][C:28]3[N:29]=[C:30]([C:34]4[O:35][CH:36]=[CH:37][CH:38]=4)[O:31][C:32]=3[CH3:33])=[C:22]([O:39][CH3:40])[CH:21]=2)=[N:9]1)[C:2]1[CH:3]=[CH:4][CH:5]=[CH:6][CH:7]=1. The catalyst class is: 54. (8) Reactant: [Br:1][C:2]1[CH:3]=[C:4]([C:11]([N:13]2[CH2:18][CH2:17][O:16][C:15]3[CH:19]=[CH:20][N:21]=[CH:22][C:14]2=3)=[S:12])[CH:5]=[C:6]([Br:10])[C:7]=1[O:8]C.N1CCNCC1.[Br-].[Li+]. Product: [Br:1][C:2]1[CH:3]=[C:4]([C:11]([N:13]2[CH2:18][CH2:17][O:16][C:15]3[CH:19]=[CH:20][N:21]=[CH:22][C:14]2=3)=[S:12])[CH:5]=[C:6]([Br:10])[C:7]=1[OH:8]. The catalyst class is: 9. (9) Reactant: [NH2:1][C:2]1[C:3]([C:7]2[N:11]([C:12]3[CH:17]=[CH:16][C:15]([F:18])=[C:14]([Br:19])[CH:13]=3)[C:10](=[O:20])[O:9][N:8]=2)=[N:4][O:5][N:6]=1.[CH2:21]([N:28]=[C:29]=[O:30])[C:22]1[CH:27]=[CH:26][CH:25]=[CH:24][CH:23]=1. Product: [CH2:21]([NH:28][C:29]([NH:1][C:2]1[C:3]([C:7]2[N:11]([C:12]3[CH:17]=[CH:16][C:15]([F:18])=[C:14]([Br:19])[CH:13]=3)[C:10](=[O:20])[O:9][N:8]=2)=[N:4][O:5][N:6]=1)=[O:30])[C:22]1[CH:27]=[CH:26][CH:25]=[CH:24][CH:23]=1. The catalyst class is: 341. (10) Reactant: [N:1]1[CH:6]=[CH:5][CH:4]=[C:3]([CH2:7][N:8]2[CH2:13][CH2:12][NH:11][CH2:10][CH2:9]2)[CH:2]=1.Cl[C:15]([O:17][C:18]1[CH:23]=[CH:22][C:21]([C:24](=[O:32])[NH:25][CH2:26][CH2:27][C:28]([CH3:31])([CH3:30])[CH3:29])=[CH:20][CH:19]=1)=[O:16]. Product: [CH3:29][C:28]([CH3:31])([CH3:30])[CH2:27][CH2:26][NH:25][C:24]([C:21]1[CH:20]=[CH:19][C:18]([O:17][C:15]([N:11]2[CH2:12][CH2:13][N:8]([CH2:7][C:3]3[CH:2]=[N:1][CH:6]=[CH:5][CH:4]=3)[CH2:9][CH2:10]2)=[O:16])=[CH:23][CH:22]=1)=[O:32]. The catalyst class is: 4.